Predict the product of the given reaction. From a dataset of Forward reaction prediction with 1.9M reactions from USPTO patents (1976-2016). Given the reactants [NH2:1][C:2]1[CH:11]=[CH:10][C:5]([C:6]([NH:8][OH:9])=[NH:7])=[CH:4][N:3]=1.[Cl:12][C:13]1[CH:18]=[CH:17][C:16]([C:19]2[CH:24]=[C:23]([C:25]([F:28])([F:27])[F:26])[N:22]=[C:21]([C:29](O)=O)[N:20]=2)=[CH:15][CH:14]=1, predict the reaction product. The product is: [Cl:12][C:13]1[CH:14]=[CH:15][C:16]([C:19]2[CH:24]=[C:23]([C:25]([F:27])([F:26])[F:28])[N:22]=[C:21]([C:29]3[O:9][N:8]=[C:6]([C:5]4[CH:10]=[CH:11][C:2]([NH2:1])=[N:3][CH:4]=4)[N:7]=3)[N:20]=2)=[CH:17][CH:18]=1.